This data is from Forward reaction prediction with 1.9M reactions from USPTO patents (1976-2016). The task is: Predict the product of the given reaction. (1) Given the reactants [C:1]([O:5][C:6]([N:8]1[CH2:13][CH2:12][CH:11]([CH2:14][O:15][C:16]2[CH:21]=[CH:20][C:19]([N+:22]([O-])=O)=[C:18]([NH:25][C:26]3[S:27][C:28]([C:38](=[O:40])[NH2:39])=[C:29]([C:31]4[CH:36]=[CH:35][CH:34]=[C:33]([Cl:37])[CH:32]=4)[N:30]=3)[CH:17]=2)[CH2:10][CH2:9]1)=[O:7])([CH3:4])([CH3:3])[CH3:2].[CH:41](OCC)(OCC)OCC, predict the reaction product. The product is: [C:1]([O:5][C:6]([N:8]1[CH2:13][CH2:12][CH:11]([CH2:14][O:15][C:16]2[CH:21]=[CH:20][C:19]3[N:22]=[CH:41][N:25]([C:26]4[S:27][C:28]([C:38](=[O:40])[NH2:39])=[C:29]([C:31]5[CH:36]=[CH:35][CH:34]=[C:33]([Cl:37])[CH:32]=5)[N:30]=4)[C:18]=3[CH:17]=2)[CH2:10][CH2:9]1)=[O:7])([CH3:4])([CH3:3])[CH3:2]. (2) Given the reactants Br[C:2]1[CH:11]=[CH:10][CH:9]=[C:8]2[C:3]=1[CH:4]=[CH:5][C:6]([S:12]([N:15]([CH2:22][C:23]1[CH:28]=[CH:27][C:26]([O:29][CH3:30])=[CH:25][CH:24]=1)[C:16]1[CH:21]=[CH:20][N:19]=[CH:18][N:17]=1)(=[O:14])=[O:13])=[CH:7]2.[B:31]1([B:31]2[O:35][C:34]([CH3:37])([CH3:36])[C:33]([CH3:39])([CH3:38])[O:32]2)[O:35][C:34]([CH3:37])([CH3:36])[C:33]([CH3:39])([CH3:38])[O:32]1.CC([O-])=O.[K+].C(Cl)Cl, predict the reaction product. The product is: [CH3:30][O:29][C:26]1[CH:27]=[CH:28][C:23]([CH2:22][N:15]([C:16]2[CH:21]=[CH:20][N:19]=[CH:18][N:17]=2)[S:12]([C:6]2[CH:5]=[CH:4][C:3]3[C:8](=[CH:9][CH:10]=[CH:11][C:2]=3[B:31]3[O:35][C:34]([CH3:37])([CH3:36])[C:33]([CH3:39])([CH3:38])[O:32]3)[CH:7]=2)(=[O:14])=[O:13])=[CH:24][CH:25]=1.